The task is: Predict the reactants needed to synthesize the given product.. This data is from Full USPTO retrosynthesis dataset with 1.9M reactions from patents (1976-2016). Given the product [C:20]([C:24]1[CH:25]=[C:26]([NH:37][C:17](=[O:19])[CH2:16][C:13]2[CH:12]=[CH:11][C:10]([N:3]3[C:4]4=[N:5][CH:6]=[CH:7][CH:8]=[C:9]4[N:1]=[CH:2]3)=[CH:15][CH:14]=2)[N:27]([C:29]2[CH:34]=[CH:33][CH:32]=[CH:31][C:30]=2[CH2:35][CH3:36])[N:28]=1)([CH3:23])([CH3:22])[CH3:21], predict the reactants needed to synthesize it. The reactants are: [N:1]1[C:9]2[C:4](=[N:5][CH:6]=[CH:7][CH:8]=2)[N:3]([C:10]2[CH:15]=[CH:14][C:13]([CH2:16][C:17]([OH:19])=O)=[CH:12][CH:11]=2)[CH:2]=1.[C:20]([C:24]1[CH:25]=[C:26]([NH2:37])[N:27]([C:29]2[CH:34]=[CH:33][CH:32]=[CH:31][C:30]=2[CH2:35][CH3:36])[N:28]=1)([CH3:23])([CH3:22])[CH3:21].